Dataset: Full USPTO retrosynthesis dataset with 1.9M reactions from patents (1976-2016). Task: Predict the reactants needed to synthesize the given product. (1) Given the product [C:1]([O:4][CH2:5][C:6]1[N:7]=[CH:8][S:9][C:10]=1/[CH:11]=[CH:12]\[S:13][C:14]1[C@H:15]([CH3:28])[C@@H:16]2[C@@H:23]([C@H:24]([OH:26])[CH3:25])[C:22](=[O:27])[N:17]2[C:18]=1[C:19]([O:21][CH:40]([O:39][C:37]([O:36][CH:30]1[CH2:35][CH2:34][CH2:33][CH2:32][CH2:31]1)=[O:38])[CH3:41])=[O:20])(=[O:3])[CH3:2], predict the reactants needed to synthesize it. The reactants are: [C:1]([O:4][CH2:5][C:6]1[N:7]=[CH:8][S:9][C:10]=1/[CH:11]=[CH:12]\[S:13][C:14]1[C@H:15]([CH3:28])[C@@H:16]2[C@@H:23]([C@H:24]([OH:26])[CH3:25])[C:22](=[O:27])[N:17]2[C:18]=1[C:19]([O-:21])=[O:20])(=[O:3])[CH3:2].[Na+].[CH:30]1([O:36][C:37]([O:39][CH:40](I)[CH3:41])=[O:38])[CH2:35][CH2:34][CH2:33][CH2:32][CH2:31]1. (2) Given the product [C:1]1([C:10]2[CH:15]=[CH:14][CH:13]=[CH:12][CH:11]=2)[CH:6]=[CH:5][CH:4]=[CH:3][C:2]=1[C:17]1[CH:22]=[N:21][C:20]([O:23][CH3:24])=[CH:19][N:18]=1, predict the reactants needed to synthesize it. The reactants are: [C:1]1([C:10]2[CH:15]=[CH:14][CH:13]=[CH:12][CH:11]=2)[C:2](B(O)O)=[CH:3][CH:4]=[CH:5][CH:6]=1.Br[C:17]1[CH:22]=[N:21][C:20]([O:23][CH3:24])=[CH:19][N:18]=1.C1(P(C2CCCCC2)C2C=CC=CC=2C2C(OC)=CC=CC=2OC)CCCCC1.[O-]P([O-])([O-])=O.[K+].[K+].[K+]. (3) Given the product [CH:1]1([CH:7]([NH:25][C:26]2[CH:27]=[CH:28][C:29]([C:32]([N:34]([CH3:42])[CH2:35][CH2:36][C:37]([OH:39])=[O:38])=[O:33])=[CH:30][CH:31]=2)[C:9]2[C:10]([CH3:24])=[N:11][N:12]([C:14]3[CH:19]=[CH:18][C:17]([C:20]([F:23])([F:22])[F:21])=[CH:16][N:15]=3)[CH:13]=2)[CH2:6][CH2:5][CH2:4][CH2:3][CH2:2]1, predict the reactants needed to synthesize it. The reactants are: [CH:1]1([CH:7]([C:9]2[C:10]([CH3:24])=[N:11][N:12]([C:14]3[CH:19]=[CH:18][C:17]([C:20]([F:23])([F:22])[F:21])=[CH:16][N:15]=3)[CH:13]=2)O)[CH2:6][CH2:5][CH2:4][CH2:3][CH2:2]1.[NH2:25][C:26]1[CH:31]=[CH:30][C:29]([C:32]([N:34]([CH3:42])[CH2:35][CH2:36][C:37]([O:39]CC)=[O:38])=[O:33])=[CH:28][CH:27]=1. (4) Given the product [CH3:5][N:4]([CH3:6])/[CH:3]=[CH:9]/[C:10]1[C:11]([C:19]([F:22])([F:21])[F:20])=[CH:12][CH:13]=[CH:14][C:15]=1[N+:16]([O-:18])=[O:17], predict the reactants needed to synthesize it. The reactants are: CO[CH:3](OC)[N:4]([CH3:6])[CH3:5].[CH3:9][C:10]1[C:15]([N+:16]([O-:18])=[O:17])=[CH:14][CH:13]=[CH:12][C:11]=1[C:19]([F:22])([F:21])[F:20].O. (5) Given the product [CH3:1][C:2]1([CH3:15])[CH:3]=[C:4]([N:23]2[CH:24]=[CH:25][N:26]=[C:22]2[C:16]2[CH:21]=[CH:20][CH:19]=[CH:18][CH:17]=2)[C:5]2[C:10](=[CH:9][CH:8]=[C:7]([C:12]#[N:13])[CH:6]=2)[O:11]1, predict the reactants needed to synthesize it. The reactants are: [CH3:1][C:2]1([CH3:15])[O:11][C:10]2[C:5](=[CH:6][C:7]([C:12]#[N:13])=[CH:8][CH:9]=2)[CH:4]2O[CH:3]12.[C:16]1([C:22]2[NH:23][CH:24]=[CH:25][N:26]=2)[CH:21]=[CH:20][CH:19]=[CH:18][CH:17]=1.